From a dataset of Peptide-MHC class II binding affinity with 134,281 pairs from IEDB. Regression. Given a peptide amino acid sequence and an MHC pseudo amino acid sequence, predict their binding affinity value. This is MHC class II binding data. (1) The peptide sequence is YDTYKCIPSLEAAVK. The MHC is DRB1_0405 with pseudo-sequence DRB1_0405. The binding affinity (normalized) is 0.594. (2) The peptide sequence is RGKVVLIDFWAYPCI. The MHC is DRB1_0701 with pseudo-sequence DRB1_0701. The binding affinity (normalized) is 0.555. (3) The peptide sequence is DFHPGAGKTRRFLPQ. The MHC is DRB1_1301 with pseudo-sequence DRB1_1301. The binding affinity (normalized) is 0.586. (4) The peptide sequence is EKKYFYATQFEPLAA. The MHC is HLA-DQA10401-DQB10402 with pseudo-sequence HLA-DQA10401-DQB10402. The binding affinity (normalized) is 0.353.